This data is from Full USPTO retrosynthesis dataset with 1.9M reactions from patents (1976-2016). The task is: Predict the reactants needed to synthesize the given product. (1) Given the product [C:23]([O:22][C:20]([N:8]1[C:6]2=[N:7][C:2]([F:1])=[CH:3][CH:4]=[C:5]2[C:10]([CH3:11])=[N:9]1)=[O:19])([CH3:26])([CH3:25])[CH3:24], predict the reactants needed to synthesize it. The reactants are: [F:1][C:2]1[N:7]=[C:6]2[NH:8][N:9]=[C:10]([CH3:11])[C:5]2=[CH:4][CH:3]=1.C(N(CC)CC)C.[O:19](C(OC(C)(C)C)=O)[C:20]([O:22][C:23]([CH3:26])([CH3:25])[CH3:24])=O. (2) Given the product [CH2:59]([C:62]1[C:71]([OH:70])=[C:66]([CH:65]=[CH:64][C:63]=1[O:75][CH3:76])[C:67]([NH:68][CH3:69])=[O:74])[CH:60]=[CH2:61], predict the reactants needed to synthesize it. The reactants are: CC[C@@H]1[C@@H]2C[C@H]([C@@H](OC3C4C(=CC=CC=4)C(O[C@@H](C4C=CN=C5C=4C=C(OC)C=C5)[C@@H]4N5C[C@H](CC)[C@@H](CC5)C4)=NN=3)C3C=CN=C4C=3C=C(OC)C=C4)N(CC2)C1.[CH2:59]([C:62]1[C:71]2[O:70][C:69](=O)[N:68](C)[C:67](=[O:74])[C:66]=2[CH:65]=[CH:64][C:63]=1[O:75][CH3:76])[CH:60]=[CH2:61].S([O-])([O-])=O.[Na+].[Na+].Cl.